Dataset: Catalyst prediction with 721,799 reactions and 888 catalyst types from USPTO. Task: Predict which catalyst facilitates the given reaction. Product: [C:8]([C:11]1[CH2:16][N:15]([C:18]2[C:19]3[C:27]([CH3:28])=[C:26]([CH3:29])[N:25]([C:30]4[CH:35]=[CH:34][C:33]([CH:36]([CH3:37])[CH3:38])=[CH:32][C:31]=4[S:39][CH3:40])[C:20]=3[N:21]=[C:22]([CH3:24])[N:23]=2)[CH2:14][CH2:13][CH:12]=1)(=[O:10])[NH2:9]. Reactant: FC(F)(F)C(O)=O.[C:8]([C:11]1[CH2:16][NH:15][CH2:14][CH2:13][CH:12]=1)(=[O:10])[NH2:9].Cl[C:18]1[C:19]2[C:27]([CH3:28])=[C:26]([CH3:29])[N:25]([C:30]3[CH:35]=[CH:34][C:33]([CH:36]([CH3:38])[CH3:37])=[CH:32][C:31]=3[S:39][CH3:40])[C:20]=2[N:21]=[C:22]([CH3:24])[N:23]=1.C(N(C(C)C)CC)(C)C.C(=O)([O-])O.[Na+]. The catalyst class is: 8.